Dataset: NCI-60 drug combinations with 297,098 pairs across 59 cell lines. Task: Regression. Given two drug SMILES strings and cell line genomic features, predict the synergy score measuring deviation from expected non-interaction effect. (1) Drug 1: CCCS(=O)(=O)NC1=C(C(=C(C=C1)F)C(=O)C2=CNC3=C2C=C(C=N3)C4=CC=C(C=C4)Cl)F. Drug 2: C1=NC2=C(N=C(N=C2N1C3C(C(C(O3)CO)O)O)F)N. Cell line: OVCAR-5. Synergy scores: CSS=-12.2, Synergy_ZIP=8.65, Synergy_Bliss=-4.93, Synergy_Loewe=-11.7, Synergy_HSA=-10.7. (2) Synergy scores: CSS=9.24, Synergy_ZIP=-2.97, Synergy_Bliss=1.21, Synergy_Loewe=-2.16, Synergy_HSA=-0.167. Drug 1: CC1=C(C=C(C=C1)NC(=O)C2=CC=C(C=C2)CN3CCN(CC3)C)NC4=NC=CC(=N4)C5=CN=CC=C5. Cell line: NCIH23. Drug 2: CS(=O)(=O)OCCCCOS(=O)(=O)C. (3) Drug 1: CCC1=C2CN3C(=CC4=C(C3=O)COC(=O)C4(CC)O)C2=NC5=C1C=C(C=C5)O. Drug 2: C1=CN(C=N1)CC(O)(P(=O)(O)O)P(=O)(O)O. Cell line: MALME-3M. Synergy scores: CSS=8.92, Synergy_ZIP=0.120, Synergy_Bliss=3.35, Synergy_Loewe=-7.61, Synergy_HSA=1.45. (4) Drug 1: CS(=O)(=O)CCNCC1=CC=C(O1)C2=CC3=C(C=C2)N=CN=C3NC4=CC(=C(C=C4)OCC5=CC(=CC=C5)F)Cl. Drug 2: CCC1(CC2CC(C3=C(CCN(C2)C1)C4=CC=CC=C4N3)(C5=C(C=C6C(=C5)C78CCN9C7C(C=CC9)(C(C(C8N6C)(C(=O)OC)O)OC(=O)C)CC)OC)C(=O)OC)O.OS(=O)(=O)O. Cell line: SW-620. Synergy scores: CSS=-3.07, Synergy_ZIP=5.13, Synergy_Bliss=5.86, Synergy_Loewe=-0.557, Synergy_HSA=-1.36.